This data is from Catalyst prediction with 721,799 reactions and 888 catalyst types from USPTO. The task is: Predict which catalyst facilitates the given reaction. (1) Reactant: [CH2:1]([O:3][C:4](=[O:25])[CH2:5][C:6]1[C:10]2[CH:11]=[CH:12][C:13]([O:15][CH2:16][C:17]3[CH:22]=[CH:21][C:20]([Cl:23])=[CH:19][C:18]=3[Cl:24])=[CH:14][C:9]=2S[CH:7]=1)[CH3:2].C1C=C(Cl)C=C(C(OO)=O)C=1.[O-:37][S:38]([O-:40])=O.[Na+].[Na+]. Product: [CH2:1]([O:3][C:4](=[O:25])[CH2:5][C:6]1[C:10]2[CH:9]=[CH:14][C:13]([O:15][CH2:16][C:17]3[CH:22]=[CH:21][C:20]([Cl:23])=[CH:19][C:18]=3[Cl:24])=[CH:12][C:11]=2[S:38](=[O:40])(=[O:37])[CH:7]=1)[CH3:2]. The catalyst class is: 2. (2) Reactant: Cl.[NH2:2][C:3]([NH2:5])=[NH:4].C[O-].[Na+].Cl.[Cl:10][C:11]([C:13]1[C:17]([CH3:18])=[CH:16][N:15]([C:19]2[CH:28]=[CH:27][CH:26]=[C:25]3[C:20]=2[CH:21]=[CH:22][CH:23]=[N:24]3)[CH:14]=1)=[O:12]. Product: [ClH:10].[NH:4]([C:11]([C:13]1[C:17]([CH3:18])=[CH:16][N:15]([C:19]2[CH:28]=[CH:27][CH:26]=[C:25]3[C:20]=2[CH:21]=[CH:22][CH:23]=[N:24]3)[CH:14]=1)=[O:12])[C:3]([NH2:5])=[NH:2]. The catalyst class is: 5. (3) Reactant: [Br:1][C:2]1[CH:7]=[CH:6][C:5]([S:8]([N:11]2[CH2:18][CH2:17][C:14]3([O:16][CH2:15]3)[CH2:13][CH2:12]2)(=[O:10])=[O:9])=[CH:4][CH:3]=1.[CH2:19]([NH2:25])[C:20]1[O:24][CH:23]=[CH:22][CH:21]=1.[Al]. Product: [Br:1][C:2]1[CH:7]=[CH:6][C:5]([S:8]([N:11]2[CH2:18][CH2:17][C:14]([CH2:15][NH:25][CH2:19][C:20]3[O:24][CH:23]=[CH:22][CH:21]=3)([OH:16])[CH2:13][CH2:12]2)(=[O:10])=[O:9])=[CH:4][CH:3]=1. The catalyst class is: 8.